Dataset: Catalyst prediction with 721,799 reactions and 888 catalyst types from USPTO. Task: Predict which catalyst facilitates the given reaction. (1) Product: [CH2:11]([O:18][C:19]1[C:20]([NH:25][C:9]2[S:10][C:2]3[C:7]([N:8]=2)=[CH:6][CH:5]=[CH:4][N:3]=3)=[N:21][CH:22]=[CH:23][CH:24]=1)[C:12]1[CH:13]=[CH:14][CH:15]=[CH:16][CH:17]=1. The catalyst class is: 196. Reactant: Cl[C:2]1[C:7]([N:8]=[C:9]=[S:10])=[CH:6][CH:5]=[CH:4][N:3]=1.[CH2:11]([O:18][C:19]1[C:20]([NH2:25])=[N:21][CH:22]=[CH:23][CH:24]=1)[C:12]1[CH:17]=[CH:16][CH:15]=[CH:14][CH:13]=1. (2) Reactant: [CH2:1]([N:3]([CH2:6][CH3:7])[CH2:4][CH3:5])[CH3:2].CS(Cl)(=O)=O.OCC1[CH:20]=[CH:19][C:18]([CH:21]2[CH2:26][CH2:25][CH2:24][N:23]([C:27]([O:29][C:30]([CH3:33])([CH3:32])[CH3:31])=[O:28])[CH2:22]2)=[CH:17][CH:16]=1.N1CCCC1. Product: [N:3]1([CH2:6][C:7]2[CH:20]=[CH:19][C:18]([CH:21]3[CH2:26][CH2:25][CH2:24][N:23]([C:27]([O:29][C:30]([CH3:33])([CH3:32])[CH3:31])=[O:28])[CH2:22]3)=[CH:17][CH:16]=2)[CH2:4][CH2:5][CH2:2][CH2:1]1. The catalyst class is: 4. (3) The catalyst class is: 3. Reactant: [C:1]([O:5][C:6](=[O:25])[NH:7][CH:8]([C:16]1[C:20]([CH2:21][CH3:22])=[C:19](N)[N:18](C)[N:17]=1)[CH2:9]C1C=CC=CC=1)([CH3:4])([CH3:3])[CH3:2].[C:26]([O-])([O-])=[O:27].[Cs+].[Cs+].CI. Product: [C:1]([O:5][C:6](=[O:25])[NH:7][CH:8]([C:16]1[C:20]([CH2:21][CH3:22])=[C:19]([O:27][CH3:26])[NH:18][N:17]=1)[CH3:9])([CH3:4])([CH3:3])[CH3:2]. (4) Reactant: [Cl:1][C:2]1[C:3]([N:8]2[CH2:13][CH2:12][N:11]([CH2:14][CH2:15][N:16]([CH3:26])[S:17]([C:20]3[CH:21]=[N:22][N:23]([CH3:25])[CH:24]=3)(=[O:19])=[O:18])[CH2:10][CH2:9]2)=[N:4][CH:5]=[CH:6][N:7]=1.C(N[C:31]1[CH:36]=[CH:35][C:34](B(O)O)=[CH:33][CH:32]=1)(=O)C.C(=O)([O-])[O-].[K+].[K+].CC(C)=O.[CH3:50][C:51]([N:53](C)[CH3:54])=[O:52].O. Product: [ClH:1].[CH3:26][N:16]([S:17]([C:20]1[CH:21]=[N:22][N:23]([CH3:25])[CH:24]=1)(=[O:19])=[O:18])[CH2:15][CH2:14][N:11]1[CH2:12][CH2:13][N:8]([C:3]2[C:2]([C:31]3[CH:32]=[CH:33][C:34]([CH2:54][NH:53][C:51](=[O:52])[CH3:50])=[CH:35][CH:36]=3)=[N:7][CH:6]=[CH:5][N:4]=2)[CH2:9][CH2:10]1. The catalyst class is: 84. (5) Reactant: ClC(Cl)(Cl)[C:3]([C:5]1[C:13]2[C:8](=[CH:9][N:10]=[CH:11][CH:12]=2)[NH:7][CH:6]=1)=[O:4].[OH-:16].[Na+]. Product: [NH:7]1[C:8]2=[CH:9][N:10]=[CH:11][CH:12]=[C:13]2[C:5]([C:3]([OH:4])=[O:16])=[CH:6]1. The catalyst class is: 6. (6) Product: [CH2:2]1[NH:1][C:8](=[O:9])[N:4]2[CH2:5][CH2:6][CH2:7][C@@H:3]12. The catalyst class is: 2. Reactant: [NH2:1][CH2:2][C@@H:3]1[CH2:7][CH2:6][CH2:5][NH:4]1.[C:8](N1C=CN=C1)(N1C=CN=C1)=[O:9]. (7) Reactant: [O:1]=[C:2]1[CH2:19][CH2:18][C@@:17]2([CH3:20])[C:4]([CH2:5][CH2:6][C@@H:7]3[C@@H:16]2[CH2:15][CH2:14][C@@:12]2([CH3:13])[C@H:8]3[CH2:9][CH2:10][CH:11]2[C:21]([NH:23][CH2:24][CH2:25][NH:26]C(=O)OC(C)(C)C)=[O:22])=[CH:3]1. Product: [NH2:26][CH2:25][CH2:24][NH:23][C:21]([CH:11]1[CH2:10][CH2:9][C@H:8]2[C@H:7]3[C@H:16]([CH2:15][CH2:14][C@:12]12[CH3:13])[C@:17]1([CH3:20])[C:4](=[CH:3][C:2](=[O:1])[CH2:19][CH2:18]1)[CH2:5][CH2:6]3)=[O:22]. The catalyst class is: 6.